This data is from Full USPTO retrosynthesis dataset with 1.9M reactions from patents (1976-2016). The task is: Predict the reactants needed to synthesize the given product. (1) Given the product [C:1]([C:5]1[CH:9]=[C:8]([NH2:10])[N:7]([CH2:30][CH:31]2[CH2:35][CH2:34][O:33][CH2:32]2)[N:6]=1)([CH3:4])([CH3:2])[CH3:3], predict the reactants needed to synthesize it. The reactants are: [C:1]([C:5]1[CH:9]=[C:8]([NH:10]C(C2C=CC=CC=2)(C2C=CC=CC=2)C2C=CC=CC=2)[N:7]([CH2:30][CH:31]2[CH2:35][CH2:34][O:33][CH2:32]2)[N:6]=1)([CH3:4])([CH3:3])[CH3:2].Cl. (2) Given the product [OH:15][CH2:13][C:14]1[O:21][N:22]=[C:23]([C:25]2[CH:26]=[CH:27][C:28]([CH3:39])=[C:29]([NH:31][C:32](=[O:38])[O:33][C:34]([CH3:35])([CH3:36])[CH3:37])[CH:30]=2)[N:24]=1, predict the reactants needed to synthesize it. The reactants are: C1N=CN(C(N2C=NC=C2)=O)C=1.[C:13](OCC(O)=O)(=[O:15])[CH3:14].[OH:21]/[N:22]=[C:23](/[C:25]1[CH:26]=[CH:27][C:28]([CH3:39])=[C:29]([NH:31][C:32](=[O:38])[O:33][C:34]([CH3:37])([CH3:36])[CH3:35])[CH:30]=1)\[NH2:24].[Li+].[OH-].C([O-])(O)=O.[Na+]. (3) Given the product [CH3:24][NH:25][C:20]([C:17]1[S:16][C:15](/[CH:14]=[CH:13]/[C:12]2[C:8]([C:5]3[CH:4]=[CH:3][C:2]([F:1])=[CH:7][N:6]=3)=[N:9][O:10][C:11]=2[CH3:23])=[N:19][CH:18]=1)=[O:22], predict the reactants needed to synthesize it. The reactants are: [F:1][C:2]1[CH:3]=[CH:4][C:5]([C:8]2[C:12](/[CH:13]=[CH:14]/[C:15]3[S:16][C:17]([C:20]([OH:22])=O)=[CH:18][N:19]=3)=[C:11]([CH3:23])[O:10][N:9]=2)=[N:6][CH:7]=1.[CH3:24][NH2:25]. (4) Given the product [Cl:1][C:2]1[CH:7]=[C:6]2[N:8]([CH2:41][O:42][CH2:43][CH2:44][Si:45]([CH3:48])([CH3:46])[CH3:47])[C:9](=[O:40])[C:10]3([CH:15]([C:16]4[CH:21]=[C:20]([Cl:22])[CH:19]=[CH:18][C:17]=4[O:23][C:24]([C:27]([OH:29])=[O:28])([CH3:25])[CH3:26])[CH2:14][C:13](=[O:31])[NH:12][CH:11]3[C:32]3[CH:37]=[C:36]([F:38])[CH:35]=[CH:34][C:33]=3[CH3:39])[C:5]2=[CH:4][CH:3]=1, predict the reactants needed to synthesize it. The reactants are: [Cl:1][C:2]1[CH:7]=[C:6]2[N:8]([CH2:41][O:42][CH2:43][CH2:44][Si:45]([CH3:48])([CH3:47])[CH3:46])[C:9](=[O:40])[C:10]3([CH:15]([C:16]4[CH:21]=[C:20]([Cl:22])[CH:19]=[CH:18][C:17]=4[O:23][C:24]([C:27]([O:29]C)=[O:28])([CH3:26])[CH3:25])[CH2:14][C:13](=[O:31])[NH:12][CH:11]3[C:32]3[CH:37]=[C:36]([F:38])[CH:35]=[CH:34][C:33]=3[CH3:39])[C:5]2=[CH:4][CH:3]=1.[OH-].[Na+].O.